From a dataset of Catalyst prediction with 721,799 reactions and 888 catalyst types from USPTO. Predict which catalyst facilitates the given reaction. Reactant: [H-].[Na+].Br[CH2:4][C:5]1[C:10]([CH3:11])=[CH:9][C:8]([CH3:12])=[CH:7][C:6]=1[CH3:13].[S:14]([C:25]1[CH:30]=[CH:29][CH:28]=[CH:27][CH:26]=1)[C@H:15]1[O:23][C@@H:22]([CH3:24])[C@@H:20]([OH:21])[C@@H:18]([OH:19])[C@@H:16]1[OH:17]. Product: [CH3:13][C:6]1[CH:7]=[C:8]([CH3:12])[CH:9]=[C:10]([CH3:11])[C:5]=1[CH2:4][O:17][C@H:16]1[C@H:18]([O:19][CH2:4][C:5]2[C:10]([CH3:11])=[CH:9][C:8]([CH3:12])=[CH:7][C:6]=2[CH3:13])[C@H:20]([O:21][CH2:4][C:5]2[C:10]([CH3:11])=[CH:9][C:8]([CH3:12])=[CH:7][C:6]=2[CH3:13])[C@H:22]([CH3:24])[O:23][C@@H:15]1[S:14][C:25]1[CH:26]=[CH:27][CH:28]=[CH:29][CH:30]=1. The catalyst class is: 3.